Dataset: Reaction yield outcomes from USPTO patents with 853,638 reactions. Task: Predict the reaction yield, written as a fraction of the theoretical maximum amount of product (1.0 means a 100% yield; for example, 0.34 means a 34% yield). (1) The reactants are [OH-].[Na+].[CH2:3]([O:14][C:15]1[CH:16]=[C:17]([CH:22]=[CH:23][CH:24]=1)[C:18]([O:20]C)=[O:19])[CH2:4][CH2:5]/[CH:6]=[CH:7]\[CH2:8][CH2:9][CH2:10][CH2:11][CH2:12][CH3:13]. The catalyst is CO. The product is [CH2:3]([O:14][C:15]1[CH:16]=[C:17]([CH:22]=[CH:23][CH:24]=1)[C:18]([OH:20])=[O:19])[CH2:4][CH2:5]/[CH:6]=[CH:7]\[CH2:8][CH2:9][CH2:10][CH2:11][CH2:12][CH3:13]. The yield is 0.960. (2) The reactants are [F:1][S:2]([F:13])([F:12])([F:11])([F:10])[C:3]1[CH:4]=[C:5]([CH:7]=[CH:8][CH:9]=1)[NH2:6].C1C(=O)N([Br:21])C(=O)C1.O. The catalyst is CN(C=O)C. The product is [Br:21][C:9]1[CH:8]=[CH:7][C:5]([NH2:6])=[CH:4][C:3]=1[S:2]([F:10])([F:11])([F:12])([F:13])[F:1]. The yield is 0.601. (3) The reactants are [NH2:1][C:2]1[CH:3]=[C:4]([CH:9]=[CH:10][CH:11]=1)[C:5]([O:7][CH3:8])=[O:6].Br[CH2:13][C:14]([O:16]C)=[O:15].[C:18]([O-])(=O)C.[Na+]. The catalyst is CO. The product is [CH3:18][N:1]([C:2]1[CH:11]=[CH:10][CH:9]=[C:4]([C:5]([O:7][CH3:8])=[O:6])[CH:3]=1)[CH2:13][C:14]([OH:16])=[O:15]. The yield is 0.450.